Dataset: Catalyst prediction with 721,799 reactions and 888 catalyst types from USPTO. Task: Predict which catalyst facilitates the given reaction. Reactant: [NH2:1][C:2]1[C:11]2[C:6](=[CH:7][C:8]([O:14][CH3:15])=[C:9]([O:12][CH3:13])[CH:10]=2)[N:5]=[C:4]([Cl:16])[N:3]=1.[CH3:17][NH:18][CH2:19][CH2:20][C:21]#[N:22].CN(C)P(N(C)C)(N(C)C)=O. Product: [ClH:16].[NH2:1][C:2]1[C:11]2[C:6](=[CH:7][C:8]([O:14][CH3:15])=[C:9]([O:12][CH3:13])[CH:10]=2)[N:5]=[C:4]([N:18]([CH2:19][CH2:20][C:21]#[N:22])[CH3:17])[N:3]=1. The catalyst class is: 32.